From a dataset of Full USPTO retrosynthesis dataset with 1.9M reactions from patents (1976-2016). Predict the reactants needed to synthesize the given product. (1) The reactants are: [F:1][C:2]1[CH:3]=[C:4]([CH:9]([OH:25])[CH:10]([CH2:14][C:15]2[CH:20]=[CH:19][C:18]([C:21]([F:24])([F:23])[F:22])=[CH:17][CH:16]=2)C(O)=O)[CH:5]=[CH:6][C:7]=1[F:8].C1(P(N=[N+]=[N-])(C2C=CC=CC=2)=O)C=CC=CC=1.C([N:45]([CH2:48]C)CC)C.[OH2:50]. Given the product [F:1][C:2]1[CH:3]=[C:4]([CH:9]2[O:25][C:48](=[O:50])[NH:45][CH:10]2[CH2:14][C:15]2[CH:20]=[CH:19][C:18]([C:21]([F:24])([F:23])[F:22])=[CH:17][CH:16]=2)[CH:5]=[CH:6][C:7]=1[F:8], predict the reactants needed to synthesize it. (2) Given the product [F:1][C:2]1[C:7]2[O:8][C:9]([CH3:14])([CH3:13])[C:10](=[S:19])[NH:11][C:6]=2[CH:5]=[C:4]([N+:15]([O-:17])=[O:16])[CH:3]=1, predict the reactants needed to synthesize it. The reactants are: [F:1][C:2]1[C:7]2[O:8][C:9]([CH3:14])([CH3:13])[C:10](=O)[NH:11][C:6]=2[CH:5]=[C:4]([N+:15]([O-:17])=[O:16])[CH:3]=1.P12(SP3(SP(SP(S3)(S1)=S)(=S)S2)=S)=[S:19]. (3) Given the product [CH3:20][O:19][C:17]([C:14]1([C:11]2[CH:12]=[CH:13][C:8]([C:5]3[CH:4]=[CH:3][C:2]([O:1][S:24]([C:27]([F:30])([F:29])[F:28])(=[O:26])=[O:25])=[CH:7][CH:6]=3)=[CH:9][CH:10]=2)[CH2:16][CH2:15]1)=[O:18], predict the reactants needed to synthesize it. The reactants are: [OH:1][C:2]1[CH:7]=[CH:6][C:5]([C:8]2[CH:13]=[CH:12][C:11]([C:14]3([C:17]([O:19][CH3:20])=[O:18])[CH2:16][CH2:15]3)=[CH:10][CH:9]=2)=[CH:4][CH:3]=1.ClCCl.[S:24](O[S:24]([C:27]([F:30])([F:29])[F:28])(=[O:26])=[O:25])([C:27]([F:30])([F:29])[F:28])(=[O:26])=[O:25].